Dataset: Full USPTO retrosynthesis dataset with 1.9M reactions from patents (1976-2016). Task: Predict the reactants needed to synthesize the given product. (1) Given the product [Cl:1][C:2]1[N:7]=[C:6]([NH:10][N:11]2[CH:15]=[CH:14][CH:13]=[CH:12]2)[C:5]([F:9])=[CH:4][N:3]=1, predict the reactants needed to synthesize it. The reactants are: [Cl:1][C:2]1[N:7]=[C:6](Cl)[C:5]([F:9])=[CH:4][N:3]=1.[NH2:10][N:11]1[CH:15]=[CH:14][CH:13]=[CH:12]1. (2) Given the product [CH3:1][O:2][C:3]([C:5]1[C:6](=[O:17])[S:7][C:8]2[C:13]([C:14]=1[OH:15])=[CH:12][CH:11]=[C:10]([C:22]1[CH:23]=[C:24]([C:26]([F:29])([F:27])[F:28])[CH:25]=[C:20]([C:19]([F:18])([F:34])[F:33])[CH:21]=1)[CH:9]=2)=[O:4], predict the reactants needed to synthesize it. The reactants are: [CH3:1][O:2][C:3]([C:5]1[C:6](=[O:17])[S:7][C:8]2[C:13]([C:14]=1[OH:15])=[CH:12][CH:11]=[C:10](Br)[CH:9]=2)=[O:4].[F:18][C:19]([F:34])([F:33])[C:20]1[CH:21]=[C:22](B(O)O)[CH:23]=[C:24]([C:26]([F:29])([F:28])[F:27])[CH:25]=1. (3) Given the product [CH2:1]([N:8]1[CH2:12][C@@H:11]([NH:13][CH2:14][C:15]2[CH:20]=[CH:19][C:18]([F:21])=[CH:17][C:16]=2[F:22])[CH2:10][C@H:9]1[C:30]([N:42]1[CH2:43][CH2:44][N:39]([C:33]2[CH:38]=[CH:37][CH:36]=[CH:35][CH:34]=2)[CH2:40][CH2:41]1)=[O:31])[C:2]1[CH:7]=[CH:6][CH:5]=[CH:4][CH:3]=1, predict the reactants needed to synthesize it. The reactants are: [CH2:1]([N:8]1[CH2:12][CH:11]([N:13](C(OC(C)(C)C)=O)[CH2:14][C:15]2[CH:20]=[CH:19][C:18]([F:21])=[CH:17][C:16]=2[F:22])[CH2:10][CH:9]1[C:30](O)=[O:31])[C:2]1[CH:7]=[CH:6][CH:5]=[CH:4][CH:3]=1.[C:33]1([N:39]2[CH2:44][CH2:43][NH:42][CH2:41][CH2:40]2)[CH:38]=[CH:37][CH:36]=[CH:35][CH:34]=1. (4) The reactants are: [F:1][C:2]1[C:7]([C:8]2[CH:13]=[CH:12][CH:11]=[C:10]([CH3:14])[CH:9]=2)=[C:6]([C:15]([C@@H:25]2[CH2:30][CH2:29][CH2:28][N:27]([C:31]([C:33]3[CH:38]=[CH:37][C:36]([CH:39]=O)=[CH:35][CH:34]=3)=[O:32])[CH2:26]2)([OH:24])[CH2:16][CH2:17][CH2:18][NH:19][C:20](=[O:23])[O:21][CH3:22])[CH:5]=[CH:4][CH:3]=1.C(N(CC)CC)C.Cl.[CH3:49][O:50][C:51](=[O:54])[CH2:52][NH2:53].C(O[BH-](OC(=O)C)OC(=O)C)(=O)C.[Na+].[OH-].[Na+]. Given the product [F:1][C:2]1[C:7]([C:8]2[CH:13]=[CH:12][CH:11]=[C:10]([CH3:14])[CH:9]=2)=[C:6]([C:15]([C@@H:25]2[CH2:30][CH2:29][CH2:28][N:27]([C:31]([C:33]3[CH:38]=[CH:37][C:36]([CH2:39][NH:53][CH2:52][C:51]([O:50][CH3:49])=[O:54])=[CH:35][CH:34]=3)=[O:32])[CH2:26]2)([OH:24])[CH2:16][CH2:17][CH2:18][NH:19][C:20]([O:21][CH3:22])=[O:23])[CH:5]=[CH:4][CH:3]=1, predict the reactants needed to synthesize it. (5) Given the product [CH3:31][O:32][C:33]1[N:38]=[CH:37][C:36]([S:39]([N:11]2[C:7]([C:1]3[CH:6]=[CH:5][CH:4]=[CH:3][CH:2]=3)=[CH:8][C:9]([CH:12]=[O:13])=[CH:10]2)(=[O:41])=[O:40])=[CH:35][CH:34]=1, predict the reactants needed to synthesize it. The reactants are: [C:1]1([C:7]2[NH:11][CH:10]=[C:9]([CH:12]=[O:13])[CH:8]=2)[CH:6]=[CH:5][CH:4]=[CH:3][CH:2]=1.[H-].[Na+].C1OCCOCCOCCOCCOC1.[CH3:31][O:32][C:33]1[N:38]=[CH:37][C:36]([S:39](Cl)(=[O:41])=[O:40])=[CH:35][CH:34]=1.